From a dataset of Full USPTO retrosynthesis dataset with 1.9M reactions from patents (1976-2016). Predict the reactants needed to synthesize the given product. (1) Given the product [CH:1]([C@H:14]1[N:19]2[CH2:20][CH2:21][N:22]([C:24](=[O:29])[C:25]([F:28])([F:27])[F:26])[CH2:23][C@H:18]2[CH2:17][N:16]([CH2:41][C:36]2[C:37]([O:39][CH3:40])=[N:38][C:33]([O:32][CH2:30][CH3:31])=[N:34][C:35]=2[O:43][CH2:44][C:45]([F:47])([F:46])[F:48])[CH2:15]1)([C:8]1[CH:9]=[CH:10][CH:11]=[CH:12][CH:13]=1)[C:2]1[CH:3]=[CH:4][CH:5]=[CH:6][CH:7]=1, predict the reactants needed to synthesize it. The reactants are: [CH:1]([C@H:14]1[N:19]2[CH2:20][CH2:21][N:22]([C:24](=[O:29])[C:25]([F:28])([F:27])[F:26])[CH2:23][C@H:18]2[CH2:17][NH:16][CH2:15]1)([C:8]1[CH:13]=[CH:12][CH:11]=[CH:10][CH:9]=1)[C:2]1[CH:7]=[CH:6][CH:5]=[CH:4][CH:3]=1.[CH2:30]([O:32][C:33]1[N:38]=[C:37]([O:39][CH3:40])[C:36]([CH:41]=O)=[C:35]([O:43][CH2:44][C:45]([F:48])([F:47])[F:46])[N:34]=1)[CH3:31].C(O[BH-](OC(=O)C)OC(=O)C)(=O)C.[Na+].C(=O)([O-])O.[Na+]. (2) Given the product [ClH:1].[ClH:1].[CH3:49][C:50]1[CH:55]=[CH:54][C:53]([C:56]2[CH:57]=[CH:58][C:59]([CH:62]([C:71]3([OH:77])[CH2:76][CH2:75][CH2:74][CH2:73][CH2:72]3)[CH2:63][N:64]3[CH2:69][CH2:68][N:67]([CH3:70])[CH2:66][CH2:65]3)=[CH:60][CH:61]=2)=[CH:52][CH:51]=1, predict the reactants needed to synthesize it. The reactants are: [ClH:1].Cl.CC1C=CC(C2C=CC(C3(O)CCCCC3CCN3CCN(C)CC3)=CC=2)=CC=1.C1(O)CCCCC1.C1(C)C=CC(B(O)O)=CC=1.[CH3:49][C:50]1[CH:55]=[CH:54][C:53]([C:56]2[CH:61]=[CH:60][C:59]([CH:62]([C:71]3([OH:77])[CH2:76][CH2:75][CH2:74][CH2:73][CH2:72]3)[CH2:63][N:64]3[CH2:69][CH2:68][N:67]([CH3:70])[CH2:66][CH2:65]3)=[CH:58][CH:57]=2)=[CH:52][CH:51]=1.Cl.